This data is from Blood-brain barrier penetration binary classification data from Martins et al.. The task is: Regression/Classification. Given a drug SMILES string, predict its absorption, distribution, metabolism, or excretion properties. Task type varies by dataset: regression for continuous measurements (e.g., permeability, clearance, half-life) or binary classification for categorical outcomes (e.g., BBB penetration, CYP inhibition). Dataset: bbb_martins. (1) The molecule is O=C(Cc1ccc(Cl)c(Cl)c1)N1CCn2ccnc2[C@H]1CN1CC[C@@H](O)C1. The result is 0 (does not penetrate BBB). (2) The molecule is CN(CCCN1c2ccccc2CCc2ccccc21)CC(=O)c1ccc(Cl)cc1.[Cl-].[H+]. The result is 1 (penetrates BBB). (3) The drug is CCC(O)(COC(N)=O)c1ccccc1. The result is 1 (penetrates BBB). (4) The compound is NC(=O)CN1Cc2ccccc2OC1=O. The result is 1 (penetrates BBB). (5) The compound is CNCCCCOc1ccccc1Cc1ccccc1.[Cl-].[H+]. The result is 1 (penetrates BBB). (6) The molecule is CC1(C)O[C@@H]2C[C@H]3C4C[C@H](F)C5=CC(=O)C=C[C@]5(C)[C@@]4(F)[C@@H](O)C[C@]3(C)[C@]2(C(=O)COC(=O)C2CC2)O1. The result is 1 (penetrates BBB). (7) The molecule is CC(Cc1ccccc1)[N+](C)([O-])Cc1ccccc1. The result is 1 (penetrates BBB). (8) The drug is CN(C)CCN1CCN(c2cccc(Cl)c2)C1=O. The result is 1 (penetrates BBB).